Task: Predict the reaction yield, written as a fraction of the theoretical maximum amount of product (1.0 means a 100% yield; for example, 0.34 means a 34% yield).. Dataset: Reaction yield outcomes from USPTO patents with 853,638 reactions (1) The reactants are [Al+3].[Cl-].[Cl-].[Cl-].[CH3:5][O:6][C:7]1[CH:15]=[N:14][C:13]([N:16]2[CH:20]=[N:19][CH:18]=[N:17]2)=[C:12]2[C:8]=1[CH:9]=[CH:10][NH:11]2.C([O-])(=[O:23])C.[NH4+].C[CH2:27][O:28][C:29]([CH3:31])=[O:30]. The catalyst is C(Cl)Cl.C[N+]([O-])=O. The product is [CH3:27][O:28][C:29](=[O:30])[C:31]([C:9]1[C:8]2[C:12](=[C:13]([N:16]3[CH:20]=[N:19][CH:18]=[N:17]3)[N:14]=[CH:15][C:7]=2[O:6][CH3:5])[NH:11][CH:10]=1)=[O:23]. The yield is 0.460. (2) The reactants are [F:1][C:2]1[C:10]([O:11][CH3:12])=[CH:9][CH:8]=[CH:7][C:3]=1[C:4]([OH:6])=O.[F:13][C:14]1[CH:19]=[CH:18][C:17]([NH:20][C:21]([C:23]2[C:27]([NH2:28])=[CH:26][NH:25][N:24]=2)=[O:22])=[CH:16][CH:15]=1.C(Cl)CCl.C1C=CC2N(O)N=NC=2C=1. The catalyst is CS(C)=O.O. The product is [F:13][C:14]1[CH:15]=[CH:16][C:17]([NH:20][C:21]([C:23]2[C:27]([NH:28][C:4](=[O:6])[C:3]3[CH:7]=[CH:8][CH:9]=[C:10]([O:11][CH3:12])[C:2]=3[F:1])=[CH:26][NH:25][N:24]=2)=[O:22])=[CH:18][CH:19]=1. The yield is 0.630.